The task is: Predict the reaction yield, written as a fraction of the theoretical maximum amount of product (1.0 means a 100% yield; for example, 0.34 means a 34% yield).. This data is from Reaction yield outcomes from USPTO patents with 853,638 reactions. (1) The reactants are [NH2:1][C:2]1[CH:7]=[CH:6][C:5]([CH2:8][OH:9])=[C:4]([F:10])[CH:3]=1.N1C=CC=CC=1.Cl[C:18]([O:20][C:21]1[CH:26]=[CH:25][CH:24]=[CH:23][CH:22]=1)=[O:19]. The catalyst is CC(C)=O. The product is [F:10][C:4]1[CH:3]=[C:2]([NH:1][C:18](=[O:19])[O:20][C:21]2[CH:26]=[CH:25][CH:24]=[CH:23][CH:22]=2)[CH:7]=[CH:6][C:5]=1[CH2:8][OH:9]. The yield is 0.600. (2) The reactants are [CH:1]1([NH:6][C:7]2[N:16]=[CH:15][C:14]3[CH2:13][CH2:12][C:11]4[C:17]([C:21]([O-])=[O:22])=[N:18][N:19]([CH3:20])[C:10]=4[C:9]=3[N:8]=2)[CH2:5][CH2:4][CH2:3][CH2:2]1.[K+].O1CCCC1.C([N:32](C(C)C)C(C)C)C.N1(C([O-])=O)C2C=CC=CC=2N=N1.[NH4+]. The catalyst is O. The product is [CH:1]1([NH:6][C:7]2[N:16]=[CH:15][C:14]3[CH2:13][CH2:12][C:11]4[C:17]([C:21]([NH2:32])=[O:22])=[N:18][N:19]([CH3:20])[C:10]=4[C:9]=3[N:8]=2)[CH2:2][CH2:3][CH2:4][CH2:5]1. The yield is 0.900. (3) The reactants are Cl.Cl.[C:3]1([S:13]([C:16]2[C:24]3[C:19](=[CH:20][CH:21]=[C:22]([N:25]4[CH2:30][CH2:29][NH:28][CH2:27][CH2:26]4)[CH:23]=3)[NH:18][N:17]=2)(=[O:15])=[O:14])[C:12]2[C:7](=[CH:8][CH:9]=[CH:10][CH:11]=2)[CH:6]=[CH:5][CH:4]=1.[CH3:31][C:32]([O:35][C:36](O[C:36]([O:35][C:32]([CH3:34])([CH3:33])[CH3:31])=[O:37])=[O:37])([CH3:34])[CH3:33].C(N(CC)CC)C. The catalyst is CN(C=O)C.O. The product is [C:3]1([S:13]([C:16]2[C:24]3[C:19](=[CH:20][CH:21]=[C:22]([N:25]4[CH2:26][CH2:27][N:28]([C:36]([O:35][C:32]([CH3:34])([CH3:33])[CH3:31])=[O:37])[CH2:29][CH2:30]4)[CH:23]=3)[NH:18][N:17]=2)(=[O:14])=[O:15])[C:12]2[C:7](=[CH:8][CH:9]=[CH:10][CH:11]=2)[CH:6]=[CH:5][CH:4]=1. The yield is 0.990.